Dataset: Forward reaction prediction with 1.9M reactions from USPTO patents (1976-2016). Task: Predict the product of the given reaction. (1) Given the reactants [Br:1][C:2]1[C:3](=[O:16])[N:4]([C:10]2[CH:15]=[CH:14][CH:13]=[CH:12][CH:11]=2)[N:5]([CH3:9])[C:6]=1[CH2:7]Br.Cl.[C:18]([C:20]1([C:26]2[CH:31]=[CH:30][CH:29]=[CH:28][CH:27]=2)[CH2:25][CH2:24][NH:23][CH2:22][CH2:21]1)#[N:19].C(N(C(C)C)CC)(C)C, predict the reaction product. The product is: [Br:1][C:2]1[C:3](=[O:16])[N:4]([C:10]2[CH:15]=[CH:14][CH:13]=[CH:12][CH:11]=2)[N:5]([CH3:9])[C:6]=1[CH2:7][N:23]1[CH2:22][CH2:21][C:20]([C:26]2[CH:31]=[CH:30][CH:29]=[CH:28][CH:27]=2)([C:18]#[N:19])[CH2:25][CH2:24]1. (2) Given the reactants [Cl:1][C:2]1[CH:3]=[C:4]2[C:8](=[CH:9][CH:10]=1)[N:7]([CH3:11])[C:6]([C:12]([OH:14])=O)=[C:5]2[CH3:15].C([O:18][C:19](=[O:41])[CH2:20][CH2:21][C:22]1[CH:27]=[CH:26][C:25]([O:28][C:29]2[CH:34]=[C:33]([F:35])[CH:32]=[C:31]([C@H:36]([NH2:38])[CH3:37])[CH:30]=2)=[CH:24][C:23]=1[CH2:39][CH3:40])C, predict the reaction product. The product is: [Cl:1][C:2]1[CH:3]=[C:4]2[C:8](=[CH:9][CH:10]=1)[N:7]([CH3:11])[C:6]([C:12]([NH:38][C@@H:36]([C:31]1[CH:30]=[C:29]([CH:34]=[C:33]([F:35])[CH:32]=1)[O:28][C:25]1[CH:26]=[CH:27][C:22]([CH2:21][CH2:20][C:19]([OH:41])=[O:18])=[C:23]([CH2:39][CH3:40])[CH:24]=1)[CH3:37])=[O:14])=[C:5]2[CH3:15].